This data is from Full USPTO retrosynthesis dataset with 1.9M reactions from patents (1976-2016). The task is: Predict the reactants needed to synthesize the given product. (1) Given the product [Br:11][C:3]1[CH:4]=[CH:5][C:6]([C:7]2[N:15]=[CH:12][O:14][CH:9]=2)=[CH:1][CH:2]=1, predict the reactants needed to synthesize it. The reactants are: [CH:1]1[C:6]([C:7]([CH2:9]Br)=O)=[CH:5][CH:4]=[C:3]([Br:11])[CH:2]=1.[CH:12]([O-:14])=O.[NH4+:15].[OH-].[Na+]. (2) The reactants are: [CH3:1][C:2]1([CH3:24])[CH:7]2[CH2:8][CH:3]1[CH2:4][CH2:5][CH:6]2[NH:9][S:10]([C:13]1[CH:18]=[CH:17][C:16]([C:19]#[C:20][CH2:21][CH2:22][OH:23])=[CH:15][CH:14]=1)(=[O:12])=[O:11]. Given the product [CH3:1][C:2]1([CH3:24])[CH:7]2[CH2:8][CH:3]1[CH2:4][CH2:5][CH:6]2[NH:9][S:10]([C:13]1[CH:14]=[CH:15][C:16]([CH2:19][CH2:20][CH2:21][CH2:22][OH:23])=[CH:17][CH:18]=1)(=[O:12])=[O:11], predict the reactants needed to synthesize it. (3) Given the product [Cl:8][C:9]1[C:17]([CH3:18])=[N:16][C:15]2[N:11]([N:12]=[C:13]3[CH2:21][N:20]([C:22]([C:24]4[CH:29]=[CH:28][C:27]([F:30])=[CH:26][C:25]=4[O:31][C@@H:32]4[CH2:36][CH2:35][N:34]([CH3:1])[CH2:33]4)=[O:23])[CH2:19][C:14]3=2)[C:10]=1[CH3:37], predict the reactants needed to synthesize it. The reactants are: [C:1](O)(C(F)(F)F)=O.[Cl:8][C:9]1[C:17]([CH3:18])=[N:16][C:15]2[N:11]([N:12]=[C:13]3[CH2:21][N:20]([C:22]([C:24]4[CH:29]=[CH:28][C:27]([F:30])=[CH:26][C:25]=4[O:31][C@@H:32]4[CH2:36][CH2:35][NH:34][CH2:33]4)=[O:23])[CH2:19][C:14]3=2)[C:10]=1[CH3:37].C=O.[BH4-].[Na+]. (4) Given the product [O:1]=[C:2]1[C:7]2[C:8]([C:17]3[CH:18]=[C:19]([C:22]([OH:24])=[O:23])[S:20][CH:21]=3)=[N:9][N:10]([CH:11]3[CH2:12][CH2:13][O:14][CH2:15][CH2:16]3)[C:6]=2[CH:5]=[CH:4][NH:3]1, predict the reactants needed to synthesize it. The reactants are: [O:1]=[C:2]1[C:7]2[C:8]([C:17]3[CH:18]=[C:19]([C:22]([O:24]C)=[O:23])[S:20][CH:21]=3)=[N:9][N:10]([CH:11]3[CH2:16][CH2:15][O:14][CH2:13][CH2:12]3)[C:6]=2[CH:5]=[CH:4][NH:3]1.[OH-].[Na+]. (5) The reactants are: [N:1]1[CH:6]=[CH:5][CH:4]=[CH:3][C:2]=1[CH2:7][N:8]1[CH2:13][CH2:12][NH:11][CH2:10][CH2:9]1.[C:14]([O:18][C:19]([N:21]1[C@@H:25]([C@H:26]([OH:33])[C:27]2[CH:32]=[CH:31][CH:30]=[CH:29][CH:28]=2)[CH2:24][CH2:23][C@H:22]1[CH2:34][C:35]1[CH:43]=[CH:42][C:38]([C:39](O)=[O:40])=[CH:37][CH:36]=1)=[O:20])([CH3:17])([CH3:16])[CH3:15].C(N(CC)C(C)C)(C)C.CN(C(ON1N=NC2C=CC=NC1=2)=[N+](C)C)C.F[P-](F)(F)(F)(F)F. Given the product [OH:33][C@H:26]([C:27]1[CH:28]=[CH:29][CH:30]=[CH:31][CH:32]=1)[C@H:25]1[CH2:24][CH2:23][C@@H:22]([CH2:34][C:35]2[CH:43]=[CH:42][C:38]([C:39]([N:11]3[CH2:12][CH2:13][N:8]([CH2:7][C:2]4[CH:3]=[CH:4][CH:5]=[CH:6][N:1]=4)[CH2:9][CH2:10]3)=[O:40])=[CH:37][CH:36]=2)[N:21]1[C:19]([O:18][C:14]([CH3:17])([CH3:16])[CH3:15])=[O:20], predict the reactants needed to synthesize it.